The task is: Predict the reactants needed to synthesize the given product.. This data is from Full USPTO retrosynthesis dataset with 1.9M reactions from patents (1976-2016). (1) Given the product [C:29]([C:27]1[O:28][C:24]2[CH:23]=[CH:22][C:21]([NH:20][C:2]3[C:3](=[O:19])[N:4]([CH2:15][CH2:16][O:17][CH3:18])[S:5](=[O:14])(=[O:13])[C:6]=3[C:7]3[CH:12]=[CH:11][CH:10]=[CH:9][CH:8]=3)=[CH:32][C:25]=2[CH:26]=1)(=[O:31])[CH3:30], predict the reactants needed to synthesize it. The reactants are: Cl[C:2]1[C:3](=[O:19])[N:4]([CH2:15][CH2:16][O:17][CH3:18])[S:5](=[O:14])(=[O:13])[C:6]=1[C:7]1[CH:12]=[CH:11][CH:10]=[CH:9][CH:8]=1.[NH2:20][C:21]1[CH:22]=[CH:23][C:24]2[O:28][C:27]([C:29](=[O:31])[CH3:30])=[CH:26][C:25]=2[CH:32]=1. (2) Given the product [CH2:13]([O:12][C:5](=[O:11])[C:6](=[O:8])[CH2:15][C:16]1[C:21]([N+:22]([O-:24])=[O:23])=[CH:20][CH:19]=[CH:18][N:17]=1)[CH3:14], predict the reactants needed to synthesize it. The reactants are: [O-]CC.[K+].[C:5]([O:12][CH2:13][CH3:14])(=[O:11])[C:6]([O:8]CC)=O.[CH3:15][C:16]1[C:21]([N+:22]([O-:24])=[O:23])=[CH:20][CH:19]=[CH:18][N:17]=1.